This data is from Full USPTO retrosynthesis dataset with 1.9M reactions from patents (1976-2016). The task is: Predict the reactants needed to synthesize the given product. (1) The reactants are: [CH3:1][O:2][CH2:3][CH2:4][NH:5][C:6]([C:8]1[N:13]=[CH:12][C:11]2[N:14]=[CH:15][N:16]([C:17]3[S:21][C:20]([C:22]([O:24]C)=O)=[C:19]([O:26][CH2:27][C:28]4[CH:33]=[CH:32][CH:31]=[CH:30][C:29]=4[C:34]([F:37])([F:36])[F:35])[CH:18]=3)[C:10]=2[CH:9]=1)=[O:7].[NH3:38]. Given the product [C:22]([C:20]1[S:21][C:17]([N:16]2[C:10]3[CH:9]=[C:8]([C:6]([NH:5][CH2:4][CH2:3][O:2][CH3:1])=[O:7])[N:13]=[CH:12][C:11]=3[N:14]=[CH:15]2)=[CH:18][C:19]=1[O:26][CH2:27][C:28]1[CH:33]=[CH:32][CH:31]=[CH:30][C:29]=1[C:34]([F:36])([F:37])[F:35])(=[O:24])[NH2:38], predict the reactants needed to synthesize it. (2) Given the product [Cl:22][C:5]1[C:6]([CH2:8][CH2:9][C:10]2[CH:15]=[CH:14][CH:13]=[CH:12][C:11]=2[C:16]2([C:19]([NH2:21])=[O:20])[CH2:18][CH2:17]2)=[N:7][C:2]([NH:34][C:32]2[O:31][CH:30]=[CH:29][N:33]=2)=[N:3][CH:4]=1, predict the reactants needed to synthesize it. The reactants are: Cl[C:2]1[N:7]=[C:6]([CH2:8][CH2:9][C:10]2[CH:15]=[CH:14][CH:13]=[CH:12][C:11]=2[C:16]2([C:19]([NH2:21])=[O:20])[CH2:18][CH2:17]2)[C:5]([Cl:22])=[CH:4][N:3]=1.C([O-])([O-])=O.[Cs+].[Cs+].[CH:29]1[N:33]=[C:32]([NH2:34])[O:31][CH:30]=1.CC1(C)C2C(=C(P(C3C=CC=CC=3)C3C=CC=CC=3)C=CC=2)OC2C(P(C3C=CC=CC=3)C3C=CC=CC=3)=CC=CC1=2. (3) Given the product [CH3:4][O:5][C:6]1[CH:22]=[CH:21][C:9]([CH2:10][N:11]2[C:15]([CH2:16][CH2:17][CH2:18][C:19]([OH:26])=[O:20])=[N:14][N:13]=[N:12]2)=[CH:8][CH:7]=1, predict the reactants needed to synthesize it. The reactants are: [O-]Cl.[Na+].[CH3:4][O:5][C:6]1[CH:22]=[CH:21][C:9]([CH2:10][N:11]2[C:15]([CH2:16][CH2:17][CH2:18][CH2:19][OH:20])=[N:14][N:13]=[N:12]2)=[CH:8][CH:7]=1.[K+].[Br-].C([O-])(O)=[O:26].[Na+].Cl.